From a dataset of Forward reaction prediction with 1.9M reactions from USPTO patents (1976-2016). Predict the product of the given reaction. Given the reactants [CH2:1]([C:9]1[CH:10]([C:12]([O:14]CC)=[O:13])[CH:11]=1)[CH2:2][CH2:3][CH2:4][CH2:5][CH2:6][CH2:7][CH3:8].[OH-].[K+], predict the reaction product. The product is: [CH2:1]([C:9]1[CH:10]([C:12]([OH:14])=[O:13])[CH:11]=1)[CH2:2][CH2:3][CH2:4][CH2:5][CH2:6][CH2:7][CH3:8].